From a dataset of Full USPTO retrosynthesis dataset with 1.9M reactions from patents (1976-2016). Predict the reactants needed to synthesize the given product. Given the product [NH2:1][C:4]1[CH:12]=[C:11]2[C:7]([CH2:8][CH2:9][C:10]2=[O:13])=[CH:6][CH:5]=1, predict the reactants needed to synthesize it. The reactants are: [N+:1]([C:4]1[CH:12]=[C:11]2[C:7]([CH2:8][CH2:9][C:10]2=[O:13])=[CH:6][CH:5]=1)([O-])=O.[Cl-].[NH4+].